This data is from NCI-60 drug combinations with 297,098 pairs across 59 cell lines. The task is: Regression. Given two drug SMILES strings and cell line genomic features, predict the synergy score measuring deviation from expected non-interaction effect. (1) Drug 1: C(CN)CNCCSP(=O)(O)O. Drug 2: N.N.Cl[Pt+2]Cl. Cell line: UACC62. Synergy scores: CSS=36.9, Synergy_ZIP=-2.57, Synergy_Bliss=-2.73, Synergy_Loewe=-23.8, Synergy_HSA=-2.14. (2) Drug 1: CN1C2=C(C=C(C=C2)N(CCCl)CCCl)N=C1CCCC(=O)O.Cl. Drug 2: CC1CCC2CC(C(=CC=CC=CC(CC(C(=O)C(C(C(=CC(C(=O)CC(OC(=O)C3CCCCN3C(=O)C(=O)C1(O2)O)C(C)CC4CCC(C(C4)OC)O)C)C)O)OC)C)C)C)OC. Cell line: SF-295. Synergy scores: CSS=7.03, Synergy_ZIP=3.16, Synergy_Bliss=3.28, Synergy_Loewe=6.64, Synergy_HSA=-1.72.